From a dataset of Reaction yield outcomes from USPTO patents with 853,638 reactions. Predict the reaction yield, written as a fraction of the theoretical maximum amount of product (1.0 means a 100% yield; for example, 0.34 means a 34% yield). (1) The reactants are C(NC(C)C)(C)C.[Li]CCCC.[N:13]1([C:23]([O:25][C:26]([CH3:29])([CH3:28])[CH3:27])=[O:24])[CH2:18][CH2:17][CH:16]([C:19]([O:21][CH3:22])=[O:20])[CH2:15][CH2:14]1.[Cl:30][CH2:31]I. The catalyst is C1COCC1. The product is [Cl:30][CH2:31][C:16]1([C:19]([O:21][CH3:22])=[O:20])[CH2:15][CH2:14][N:13]([C:23]([O:25][C:26]([CH3:29])([CH3:28])[CH3:27])=[O:24])[CH2:18][CH2:17]1. The yield is 0.520. (2) The reactants are [CH3:1][C:2]([N:12]1[CH2:16][CH2:15][CH2:14][CH2:13]1)([CH3:11])[CH:3]([NH2:10])[C:4]1[CH:9]=[CH:8][CH:7]=[CH:6][CH:5]=1.C(N(CC)CC)C.[Cl:24][C:25]1[CH:33]=[C:32]([Cl:34])[CH:31]=[C:30]([O:35][CH3:36])[C:26]=1[C:27](Cl)=[O:28].C(=O)([O-])O.[Na+]. The catalyst is C(Cl)Cl. The product is [Cl:24][C:25]1[CH:33]=[C:32]([Cl:34])[CH:31]=[C:30]([O:35][CH3:36])[C:26]=1[C:27]([NH:10][CH:3]([C:4]1[CH:9]=[CH:8][CH:7]=[CH:6][CH:5]=1)[C:2]([CH3:1])([N:12]1[CH2:13][CH2:14][CH2:15][CH2:16]1)[CH3:11])=[O:28]. The yield is 0.720. (3) The catalyst is CC(C)=O. The reactants are [OH:1][C:2]1[CH:7]=[C:6]([OH:8])[CH:5]=[CH:4][C:3]=1[C:9](=[O:12])[CH2:10][CH3:11].Br[CH2:14][C:15]#[CH:16].C([O-])([O-])=O.[K+].[K+]. The product is [OH:1][C:2]1[CH:7]=[C:6]([O:8][CH2:16][C:15]#[CH:14])[CH:5]=[CH:4][C:3]=1[C:9](=[O:12])[CH2:10][CH3:11]. The yield is 0.850.